From a dataset of Peptide-MHC class I binding affinity with 185,985 pairs from IEDB/IMGT. Regression. Given a peptide amino acid sequence and an MHC pseudo amino acid sequence, predict their binding affinity value. This is MHC class I binding data. The peptide sequence is IYVLVMLVL. The MHC is HLA-A01:01 with pseudo-sequence HLA-A01:01. The binding affinity (normalized) is 0.0457.